From a dataset of NCI-60 drug combinations with 297,098 pairs across 59 cell lines. Regression. Given two drug SMILES strings and cell line genomic features, predict the synergy score measuring deviation from expected non-interaction effect. (1) Drug 1: C1=C(C(=O)NC(=O)N1)N(CCCl)CCCl. Drug 2: CC12CCC3C(C1CCC2O)C(CC4=C3C=CC(=C4)O)CCCCCCCCCS(=O)CCCC(C(F)(F)F)(F)F. Cell line: OVCAR-5. Synergy scores: CSS=7.02, Synergy_ZIP=-5.11, Synergy_Bliss=-2.43, Synergy_Loewe=-1.76, Synergy_HSA=-1.67. (2) Drug 1: CN1CCC(CC1)COC2=C(C=C3C(=C2)N=CN=C3NC4=C(C=C(C=C4)Br)F)OC. Drug 2: C1CCC(C1)C(CC#N)N2C=C(C=N2)C3=C4C=CNC4=NC=N3. Cell line: TK-10. Synergy scores: CSS=20.9, Synergy_ZIP=-1.64, Synergy_Bliss=3.75, Synergy_Loewe=-5.86, Synergy_HSA=4.16. (3) Drug 1: C1=CC(=CC=C1CCC2=CNC3=C2C(=O)NC(=N3)N)C(=O)NC(CCC(=O)O)C(=O)O. Drug 2: CC1=CC=C(C=C1)C2=CC(=NN2C3=CC=C(C=C3)S(=O)(=O)N)C(F)(F)F. Cell line: SF-539. Synergy scores: CSS=23.7, Synergy_ZIP=0.428, Synergy_Bliss=-0.935, Synergy_Loewe=-22.6, Synergy_HSA=0.936. (4) Drug 1: C1CCC(CC1)NC(=O)N(CCCl)N=O. Drug 2: C1C(C(OC1N2C=NC3=C(N=C(N=C32)Cl)N)CO)O. Cell line: SF-268. Synergy scores: CSS=20.6, Synergy_ZIP=-9.09, Synergy_Bliss=-2.55, Synergy_Loewe=-5.39, Synergy_HSA=-5.05. (5) Drug 1: CC1C(C(CC(O1)OC2CC(OC(C2O)C)OC3=CC4=CC5=C(C(=O)C(C(C5)C(C(=O)C(C(C)O)O)OC)OC6CC(C(C(O6)C)O)OC7CC(C(C(O7)C)O)OC8CC(C(C(O8)C)O)(C)O)C(=C4C(=C3C)O)O)O)O. Drug 2: CCC1(CC2CC(C3=C(CCN(C2)C1)C4=CC=CC=C4N3)(C5=C(C=C6C(=C5)C78CCN9C7C(C=CC9)(C(C(C8N6C)(C(=O)OC)O)OC(=O)C)CC)OC)C(=O)OC)O.OS(=O)(=O)O. Cell line: UO-31. Synergy scores: CSS=9.54, Synergy_ZIP=-0.764, Synergy_Bliss=-2.21, Synergy_Loewe=0.272, Synergy_HSA=-0.476. (6) Drug 1: CN1CCC(CC1)COC2=C(C=C3C(=C2)N=CN=C3NC4=C(C=C(C=C4)Br)F)OC. Drug 2: C1CCN(CC1)CCOC2=CC=C(C=C2)C(=O)C3=C(SC4=C3C=CC(=C4)O)C5=CC=C(C=C5)O. Cell line: DU-145. Synergy scores: CSS=16.1, Synergy_ZIP=5.88, Synergy_Bliss=9.04, Synergy_Loewe=2.12, Synergy_HSA=6.54.